This data is from NCI-60 drug combinations with 297,098 pairs across 59 cell lines. The task is: Regression. Given two drug SMILES strings and cell line genomic features, predict the synergy score measuring deviation from expected non-interaction effect. (1) Cell line: LOX IMVI. Drug 1: CC12CCC3C(C1CCC2O)C(CC4=C3C=CC(=C4)O)CCCCCCCCCS(=O)CCCC(C(F)(F)F)(F)F. Drug 2: COC1=C2C(=CC3=C1OC=C3)C=CC(=O)O2. Synergy scores: CSS=-8.63, Synergy_ZIP=13.1, Synergy_Bliss=4.80, Synergy_Loewe=-6.44, Synergy_HSA=-7.86. (2) Drug 1: C1CCC(CC1)NC(=O)N(CCCl)N=O. Drug 2: C1=CC(=CC=C1C#N)C(C2=CC=C(C=C2)C#N)N3C=NC=N3. Cell line: RPMI-8226. Synergy scores: CSS=22.8, Synergy_ZIP=0.393, Synergy_Bliss=1.32, Synergy_Loewe=-9.30, Synergy_HSA=-1.46.